From a dataset of Catalyst prediction with 721,799 reactions and 888 catalyst types from USPTO. Predict which catalyst facilitates the given reaction. Reactant: [C:1](=[N:14][NH2:15])([C:8]1[CH:13]=[CH:12][CH:11]=[CH:10][CH:9]=1)[C:2]1[CH:7]=[CH:6][CH:5]=[CH:4][CH:3]=1.[F:16][C:17]([F:25])([C:21]([F:24])([F:23])[F:22])[C:18](=O)[CH3:19]. Product: [C:2]1([C:1]([C:8]2[CH:9]=[CH:10][CH:11]=[CH:12][CH:13]=2)=[N:14][N:15]=[C:18]([C:17]([F:25])([F:16])[C:21]([F:24])([F:23])[F:22])[CH3:19])[CH:7]=[CH:6][CH:5]=[CH:4][CH:3]=1. The catalyst class is: 27.